Dataset: Catalyst prediction with 721,799 reactions and 888 catalyst types from USPTO. Task: Predict which catalyst facilitates the given reaction. Reactant: [C:1]([C:5]1[CH:10]=[CH:9][C:8]([F:11])=[C:7]([N+:12]([O-])=O)[CH:6]=1)([CH3:4])([CH3:3])[CH3:2]. Product: [C:1]([C:5]1[CH:10]=[CH:9][C:8]([F:11])=[C:7]([NH2:12])[CH:6]=1)([CH3:4])([CH3:2])[CH3:3]. The catalyst class is: 19.